This data is from Forward reaction prediction with 1.9M reactions from USPTO patents (1976-2016). The task is: Predict the product of the given reaction. Given the reactants [F:1][C:2]1([F:32])[O:6][C:5]2[CH:7]=[CH:8][C:9]([NH:11][C:12]([C:14]3[CH:19]=[CH:18][CH:17]=[CH:16][C:15]=3[NH:20][CH2:21][C:22]3[CH:27]=[CH:26][N:25]=[C:24]([C:28](OC)=[O:29])[CH:23]=3)=[O:13])=[CH:10][C:4]=2[O:3]1.[Li+].[BH4-].CO, predict the reaction product. The product is: [F:32][C:2]1([F:1])[O:6][C:5]2[CH:7]=[CH:8][C:9]([NH:11][C:12](=[O:13])[C:14]3[CH:19]=[CH:18][CH:17]=[CH:16][C:15]=3[NH:20][CH2:21][C:22]3[CH:27]=[CH:26][N:25]=[C:24]([CH2:28][OH:29])[CH:23]=3)=[CH:10][C:4]=2[O:3]1.